Dataset: NCI-60 drug combinations with 297,098 pairs across 59 cell lines. Task: Regression. Given two drug SMILES strings and cell line genomic features, predict the synergy score measuring deviation from expected non-interaction effect. (1) Drug 1: C1C(C(OC1N2C=C(C(=O)NC2=O)F)CO)O. Drug 2: CC1C(C(CC(O1)OC2CC(CC3=C2C(=C4C(=C3O)C(=O)C5=C(C4=O)C(=CC=C5)OC)O)(C(=O)CO)O)N)O.Cl. Cell line: 786-0. Synergy scores: CSS=45.2, Synergy_ZIP=-4.61, Synergy_Bliss=-4.18, Synergy_Loewe=-2.42, Synergy_HSA=-0.722. (2) Drug 1: C1=CN(C=N1)CC(O)(P(=O)(O)O)P(=O)(O)O. Drug 2: CC1C(C(CC(O1)OC2CC(CC3=C2C(=C4C(=C3O)C(=O)C5=C(C4=O)C(=CC=C5)OC)O)(C(=O)CO)O)N)O.Cl. Cell line: NCI/ADR-RES. Synergy scores: CSS=6.75, Synergy_ZIP=-0.524, Synergy_Bliss=1.52, Synergy_Loewe=-5.87, Synergy_HSA=-2.03. (3) Drug 1: CC1=C2C(C(=O)C3(C(CC4C(C3C(C(C2(C)C)(CC1OC(=O)C(C(C5=CC=CC=C5)NC(=O)OC(C)(C)C)O)O)OC(=O)C6=CC=CC=C6)(CO4)OC(=O)C)OC)C)OC. Drug 2: CC1=C(N=C(N=C1N)C(CC(=O)N)NCC(C(=O)N)N)C(=O)NC(C(C2=CN=CN2)OC3C(C(C(C(O3)CO)O)O)OC4C(C(C(C(O4)CO)O)OC(=O)N)O)C(=O)NC(C)C(C(C)C(=O)NC(C(C)O)C(=O)NCCC5=NC(=CS5)C6=NC(=CS6)C(=O)NCCC[S+](C)C)O. Cell line: COLO 205. Synergy scores: CSS=46.0, Synergy_ZIP=1.83, Synergy_Bliss=-4.87, Synergy_Loewe=-29.0, Synergy_HSA=-4.16. (4) Drug 1: CC1=C(C=C(C=C1)NC2=NC=CC(=N2)N(C)C3=CC4=NN(C(=C4C=C3)C)C)S(=O)(=O)N.Cl. Drug 2: CC1CCC2CC(C(=CC=CC=CC(CC(C(=O)C(C(C(=CC(C(=O)CC(OC(=O)C3CCCCN3C(=O)C(=O)C1(O2)O)C(C)CC4CCC(C(C4)OC)OCCO)C)C)O)OC)C)C)C)OC. Cell line: MCF7. Synergy scores: CSS=9.09, Synergy_ZIP=-9.05, Synergy_Bliss=-6.69, Synergy_Loewe=-26.7, Synergy_HSA=-9.04. (5) Drug 1: C1CC(=O)NC(=O)C1N2CC3=C(C2=O)C=CC=C3N. Drug 2: CC1=C(N=C(N=C1N)C(CC(=O)N)NCC(C(=O)N)N)C(=O)NC(C(C2=CN=CN2)OC3C(C(C(C(O3)CO)O)O)OC4C(C(C(C(O4)CO)O)OC(=O)N)O)C(=O)NC(C)C(C(C)C(=O)NC(C(C)O)C(=O)NCCC5=NC(=CS5)C6=NC(=CS6)C(=O)NCCC[S+](C)C)O. Cell line: MALME-3M. Synergy scores: CSS=1.74, Synergy_ZIP=1.38, Synergy_Bliss=3.04, Synergy_Loewe=-3.69, Synergy_HSA=-0.186. (6) Drug 1: CCC1=CC2CC(C3=C(CN(C2)C1)C4=CC=CC=C4N3)(C5=C(C=C6C(=C5)C78CCN9C7C(C=CC9)(C(C(C8N6C)(C(=O)OC)O)OC(=O)C)CC)OC)C(=O)OC.C(C(C(=O)O)O)(C(=O)O)O. Drug 2: CC1C(C(=O)NC(C(=O)N2CCCC2C(=O)N(CC(=O)N(C(C(=O)O1)C(C)C)C)C)C(C)C)NC(=O)C3=C4C(=C(C=C3)C)OC5=C(C(=O)C(=C(C5=N4)C(=O)NC6C(OC(=O)C(N(C(=O)CN(C(=O)C7CCCN7C(=O)C(NC6=O)C(C)C)C)C)C(C)C)C)N)C. Cell line: NCI/ADR-RES. Synergy scores: CSS=0.330, Synergy_ZIP=-0.109, Synergy_Bliss=-0.749, Synergy_Loewe=-1.15, Synergy_HSA=-1.15. (7) Drug 1: CN1C2=C(C=C(C=C2)N(CCCl)CCCl)N=C1CCCC(=O)O.Cl. Drug 2: C1C(C(OC1N2C=NC(=NC2=O)N)CO)O. Cell line: HOP-92. Synergy scores: CSS=-3.18, Synergy_ZIP=-1.26, Synergy_Bliss=-2.53, Synergy_Loewe=-9.02, Synergy_HSA=-5.17.